This data is from Reaction yield outcomes from USPTO patents with 853,638 reactions. The task is: Predict the reaction yield, written as a fraction of the theoretical maximum amount of product (1.0 means a 100% yield; for example, 0.34 means a 34% yield). (1) The reactants are FC(F)(F)S(O[C:7]1[C:16]2[C:11](=[CH:12][CH:13]=[CH:14][CH:15]=2)[C:10]([CH:17]=[O:18])=[CH:9][CH:8]=1)(=O)=O.[C:21]1([As](C2C=CC=CC=2)C2C=CC=CC=2)C=CC=C[CH:22]=1.[Cl-].[Li+].C([Sn](CC)(CC)CC)C.[Cl-].[NH4+]. The catalyst is CN(C)C=O.C1C=CC(/C=C/C(/C=C/C2C=CC=CC=2)=O)=CC=1.C1C=CC(/C=C/C(/C=C/C2C=CC=CC=2)=O)=CC=1.C1C=CC(/C=C/C(/C=C/C2C=CC=CC=2)=O)=CC=1.[Pd].[Pd]. The product is [CH2:21]([C:8]1[CH:9]=[C:10]([CH:17]=[O:18])[C:11]2[C:16]([CH:7]=1)=[CH:15][CH:14]=[CH:13][CH:12]=2)[CH3:22]. The yield is 0.540. (2) The reactants are [Cl:1][C:2]1[C:12]([N+:13]([O-])=O)=[CH:11][C:5]2[O:6][CH2:7][C:8](=[O:10])[NH:9][C:4]=2[CH:3]=1.CCOC(C)=O.CO.CCN(CC)CC. The catalyst is CN(C=O)C. The product is [NH2:13][C:12]1[C:2]([Cl:1])=[CH:3][C:4]2[NH:9][C:8](=[O:10])[CH2:7][O:6][C:5]=2[CH:11]=1. The yield is 0.450.